From a dataset of Acute oral toxicity (LD50) regression data from Zhu et al.. Regression/Classification. Given a drug SMILES string, predict its toxicity properties. Task type varies by dataset: regression for continuous values (e.g., LD50, hERG inhibition percentage) or binary classification for toxic/non-toxic outcomes (e.g., AMES mutagenicity, cardiotoxicity, hepatotoxicity). Dataset: ld50_zhu. (1) The drug is C1NNCN2CNNCN12. The rat oral LD50 is 2.56, given as -log10 of the dose in mol/kg body weight (higher means more acutely toxic). (2) The molecule is CNC(=O)ON=CC1(C)SCCS1. The rat oral LD50 is 4.57, given as -log10 of the dose in mol/kg body weight (higher means more acutely toxic). (3) The compound is c1ccc(CCc2ccccc2)cc1. The rat oral LD50 is 1.61, given as -log10 of the dose in mol/kg body weight (higher means more acutely toxic). (4) The molecule is N=C(NN=Cc1ccc(Cl)cc1)NN=Cc1ccc(Cl)cc1. The rat oral LD50 is 2.39, given as -log10 of the dose in mol/kg body weight (higher means more acutely toxic). (5) The molecule is C=CC(C)(O)CCCCC. The rat oral LD50 is 1.90, given as -log10 of the dose in mol/kg body weight (higher means more acutely toxic). (6) The molecule is CCOc1ccc(C(=O)NCc2ccc(OCCNC)cc2)cc1OCC. The rat oral LD50 is 2.09, given as -log10 of the dose in mol/kg body weight (higher means more acutely toxic). (7) The drug is O=C1OC(C(O)CO)C(O)=C1O. The rat oral LD50 is 1.17, given as -log10 of the dose in mol/kg body weight (higher means more acutely toxic).